Dataset: Forward reaction prediction with 1.9M reactions from USPTO patents (1976-2016). Task: Predict the product of the given reaction. Given the reactants [Br:1][C:2]1[CH:3]=[C:4]([CH2:10][CH2:11][NH2:12])[CH:5]=[CH:6][C:7]=1[O:8][CH3:9].[CH:13]1([CH:16]=O)[CH2:15][CH2:14]1, predict the reaction product. The product is: [Br:1][C:2]1[CH:3]=[C:4]([CH2:10][CH2:11][NH:12][CH2:16][CH:13]2[CH2:15][CH2:14]2)[CH:5]=[CH:6][C:7]=1[O:8][CH3:9].